From a dataset of Catalyst prediction with 721,799 reactions and 888 catalyst types from USPTO. Predict which catalyst facilitates the given reaction. (1) Reactant: C1(C)C=CC(S(Cl)(=O)=O)=CC=1.[NH2:12][C:13]1[C:14]([C:20]([NH:22][NH:23][C:24](=[O:29])[C:25]([CH3:28])([CH3:27])[CH3:26])=O)=[N:15][C:16]([Br:19])=[CH:17][N:18]=1.C(N(CC)C(C)C)(C)C. Product: [Br:19][C:16]1[N:15]=[C:14]([C:20]2[O:29][C:24]([C:25]([CH3:26])([CH3:27])[CH3:28])=[N:23][N:22]=2)[C:13]([NH2:12])=[N:18][CH:17]=1. The catalyst class is: 10. (2) Reactant: C(Cl)(=O)C(Cl)=O.CS(C)=O.[OH:11][CH2:12][CH2:13][CH2:14][CH2:15][N:16]1[C:24](=[O:25])[C:23]2[C:18](=[CH:19][CH:20]=[CH:21][CH:22]=2)[C:17]1=[O:26]. Product: [O:26]=[C:17]1[C:18]2[C:23](=[CH:22][CH:21]=[CH:20][CH:19]=2)[C:24](=[O:25])[N:16]1[CH2:15][CH2:14][CH2:13][CH:12]=[O:11]. The catalyst class is: 646.